This data is from Forward reaction prediction with 1.9M reactions from USPTO patents (1976-2016). The task is: Predict the product of the given reaction. (1) Given the reactants [CH:1]1[C:6]([Cl:7])=[C:5]([S:8]([NH2:11])(=[O:10])=[O:9])[CH:4]=[C:3]2[S:12]([NH:15][CH2:16][NH:17][C:2]=12)(=[O:14])=[O:13].[CH3:18][CH2:19][CH2:20][CH2:21][C:22]([N:24]([C@H:43]([C:47]([OH:49])=[O:48])[CH:44]([CH3:46])[CH3:45])[CH2:25][C:26]1[CH:27]=[CH:28][C:29]([C:32]2[CH:33]=[CH:34][CH:35]=[CH:36][C:37]=2[C:38]2[NH:39][N:40]=[N:41][N:42]=2)=[CH:30][CH:31]=1)=[O:23], predict the reaction product. The product is: [CH3:18][CH2:19][CH2:20][CH2:21][C:22]([N:24]([C@H:43]([C:47]([OH:49])=[O:48])[CH:44]([CH3:46])[CH3:45])[CH2:25][C:26]1[CH:31]=[CH:30][C:29]([C:32]2[C:37]([C:38]3[N:42]=[N:41][NH:40][N:39]=3)=[CH:36][CH:35]=[CH:34][CH:33]=2)=[CH:28][CH:27]=1)=[O:23].[CH2:16]1[NH:15][S:12](=[O:13])(=[O:14])[C:3]2[C:2](=[CH:1][C:6]([Cl:7])=[C:5]([S:8]([NH2:11])(=[O:10])=[O:9])[CH:4]=2)[NH:17]1. (2) Given the reactants [CH2:1]([O:3][C:4](=[O:19])[CH:5]=[CH:6][C:7]1[CH:8]=[C:9]2[C:14](=[CH:15][CH:16]=1)[O:13][C:12]([CH3:18])([CH3:17])[CH2:11][CH2:10]2)[CH3:2].[H][H], predict the reaction product. The product is: [CH2:1]([O:3][C:4](=[O:19])[CH2:5][CH2:6][C:7]1[CH:8]=[C:9]2[C:14](=[CH:15][CH:16]=1)[O:13][C:12]([CH3:18])([CH3:17])[CH2:11][CH2:10]2)[CH3:2]. (3) Given the reactants [OH-].[Na+].[F:3][C:4]1[CH:5]=[CH:6][C:7]([C:10]([O:12]CC)=[O:11])=[N:8][CH:9]=1.C(O)(=O)CC(CC(O)=O)(C(O)=O)O, predict the reaction product. The product is: [F:3][C:4]1[CH:5]=[CH:6][C:7]([C:10]([OH:12])=[O:11])=[N:8][CH:9]=1. (4) Given the reactants [O-]S(S([O-])=O)=O.[Na+].[Na+].[C:9]([O:13][C:14](=[O:37])[N:15]([C:27]1[CH:32]=[CH:31][C:30]([N+:33]([O-])=O)=[C:29]([CH3:36])[CH:28]=1)[CH2:16][C:17]1[CH:22]=[CH:21][C:20]([C:23]([F:26])([F:25])[F:24])=[CH:19][CH:18]=1)([CH3:12])([CH3:11])[CH3:10].C(=O)([O-])[O-].[K+].[K+], predict the reaction product. The product is: [C:9]([O:13][C:14](=[O:37])[N:15]([C:27]1[CH:32]=[CH:31][C:30]([NH2:33])=[C:29]([CH3:36])[CH:28]=1)[CH2:16][C:17]1[CH:22]=[CH:21][C:20]([C:23]([F:24])([F:26])[F:25])=[CH:19][CH:18]=1)([CH3:12])([CH3:11])[CH3:10]. (5) Given the reactants [CH3:1][C:2]1[N:25]([CH3:26])[C:5]2[CH:6]=[C:7]([C:22]([OH:24])=O)[C:8]3[CH2:9][CH2:10][C:11]4([NH:20][C:21]=3[C:4]=2[N:3]=1)[CH2:19][C:18]1[C:13](=[CH:14][CH:15]=[CH:16][CH:17]=1)[CH2:12]4.F[B-](F)(F)F.N1(OC(N(C)C)=[N+](C)C)C2C=CC=CC=2N=N1.[CH3:49][NH:50][CH2:51][C@@H:52]([OH:54])[CH3:53], predict the reaction product. The product is: [OH:54][C@@H:52]([CH3:53])[CH2:51][N:50]([CH3:49])[C:22]([C:7]1[C:8]2[CH2:9][CH2:10][C:11]3([NH:20][C:21]=2[C:4]2[N:3]=[C:2]([CH3:1])[N:25]([CH3:26])[C:5]=2[CH:6]=1)[CH2:19][C:18]1[C:13](=[CH:14][CH:15]=[CH:16][CH:17]=1)[CH2:12]3)=[O:24]. (6) Given the reactants [C:1]([O:5][C:6]([N:8]1[CH2:12][CH2:11][CH:10]([CH3:13])[CH:9]1[CH2:14][C:15]1[C:23]2[C:18](=[CH:19][C:20]([F:24])=[CH:21][CH:22]=2)[N:17](C(=O)C)[CH:16]=1)=[O:7])([CH3:4])([CH3:3])[CH3:2].[OH-].[Na+], predict the reaction product. The product is: [C:1]([O:5][C:6]([N:8]1[CH2:12][CH2:11][CH:10]([CH3:13])[CH:9]1[CH2:14][C:15]1[C:23]2[C:18](=[CH:19][C:20]([F:24])=[CH:21][CH:22]=2)[NH:17][CH:16]=1)=[O:7])([CH3:2])([CH3:3])[CH3:4]. (7) Given the reactants [C:1]([OH:7])([C:3]([F:6])([F:5])[F:4])=[O:2].[C:8]([NH:11][CH2:12][CH2:13][CH:14]1[CH2:19][CH2:18][N:17](C(OC(C)(C)C)=O)[CH2:16][CH2:15]1)(=[O:10])[CH3:9], predict the reaction product. The product is: [F:4][C:3]([F:6])([F:5])[C:1]([O-:7])=[O:2].[C:8]([NH:11][CH2:12][CH2:13][CH:14]1[CH2:15][CH2:16][NH2+:17][CH2:18][CH2:19]1)(=[O:10])[CH3:9].